Predict the reaction yield, written as a fraction of the theoretical maximum amount of product (1.0 means a 100% yield; for example, 0.34 means a 34% yield). From a dataset of Reaction yield outcomes from USPTO patents with 853,638 reactions. (1) The reactants are Br[CH2:2][C:3]1[C:13]([Cl:14])=[N:12][CH:11]=[CH:10][C:4]=1[C:5]([O:7]CC)=O.Cl.[F:16][CH:17]([F:30])[CH2:18][O:19][C:20]1[C:21]([CH3:29])=[CH:22][C:23]([CH:26]([NH2:28])[CH3:27])=[N:24][CH:25]=1. No catalyst specified. The product is [Cl:14][C:13]1[C:3]2[CH2:2][N:28]([CH:26]([C:23]3[CH:22]=[C:21]([CH3:29])[C:20]([O:19][CH2:18][CH:17]([F:30])[F:16])=[CH:25][N:24]=3)[CH3:27])[C:5](=[O:7])[C:4]=2[CH:10]=[CH:11][N:12]=1. The yield is 0.710. (2) No catalyst specified. The reactants are [OH:1][CH:2]([CH3:14])[CH:3]([NH:5][C:6]1[S:7][CH:8]=[C:9]([C:11]([OH:13])=O)[N:10]=1)[CH3:4].[NH2:15][C@H:16]([CH3:32])[CH2:17][N:18]1[CH:22]=[CH:21][C:20]([C:23]2[CH:30]=[CH:29][C:26]([C:27]#[N:28])=[C:25]([Cl:31])[CH:24]=2)=[N:19]1. The yield is 0.144. The product is [Cl:31][C:25]1[CH:24]=[C:23]([C:20]2[CH:21]=[CH:22][N:18]([CH2:17][C@H:16]([NH:15][C:11]([C:9]3[N:10]=[C:6]([NH:5][CH:3]([CH:2]([OH:1])[CH3:14])[CH3:4])[S:7][CH:8]=3)=[O:13])[CH3:32])[N:19]=2)[CH:30]=[CH:29][C:26]=1[C:27]#[N:28]. (3) The reactants are [Cl:1][C:2]1[C:7]([C:8]([O:10][CH2:11][CH3:12])=[O:9])=[CH:6][CH:5]=[C:4](Cl)[N:3]=1.[CH:14]([O:17][C:18]1[N:23]=[CH:22][C:21](B(O)O)=[CH:20][CH:19]=1)([CH3:16])[CH3:15].C(=O)([O-])[O-].[Na+].[Na+]. The catalyst is C(O)C.C1(C)C=CC=CC=1.O.C1C=CC([P]([Pd]([P](C2C=CC=CC=2)(C2C=CC=CC=2)C2C=CC=CC=2)([P](C2C=CC=CC=2)(C2C=CC=CC=2)C2C=CC=CC=2)[P](C2C=CC=CC=2)(C2C=CC=CC=2)C2C=CC=CC=2)(C2C=CC=CC=2)C2C=CC=CC=2)=CC=1. The product is [Cl:1][C:2]1[C:7]([C:8]([O:10][CH2:11][CH3:12])=[O:9])=[CH:6][CH:5]=[C:4]([C:21]2[CH:22]=[N:23][C:18]([O:17][CH:14]([CH3:16])[CH3:15])=[CH:19][CH:20]=2)[N:3]=1. The yield is 0.433. (4) The reactants are [Br:1][C:2]1[CH:9]=[CH:8][C:5]([CH:6]=O)=[C:4]([O:10][CH2:11][C:12]#[CH:13])[CH:3]=1.[CH:14]([CH:16]=P(C1C=CC=CC=1)(C1C=CC=CC=1)C1C=CC=CC=1)=[O:15]. The catalyst is C1COCC1. The product is [Br:1][C:2]1[CH:9]=[CH:8][C:5](/[CH:6]=[CH:16]/[CH:14]=[O:15])=[C:4]([O:10][CH2:11][C:12]#[CH:13])[CH:3]=1. The yield is 0.570. (5) The reactants are [C:1](=[S:3])=S.[NH2:4][C:5]1[CH:6]=[C:7](C=C(N)[CH:13]=1)[C:8]([OH:10])=[O:9].C([N:17]([CH2:20]C)[CH2:18][CH3:19])C.II.Cl.[S:25]([O-])([O-])=O.[Na+].[Na+].C(=O)([O-])O.[Na+]. The catalyst is O.C(OCC)(=O)C.O1CCCC1. The product is [N:17]([C:18]1[CH:19]=[C:7]([CH:6]=[C:5]([N:4]=[C:1]=[S:3])[CH:13]=1)[C:8]([OH:10])=[O:9])=[C:20]=[S:25]. The yield is 0.860. (6) The reactants are C(OC(=O)[NH:7][CH2:8][C:9]1([C:12]2[CH:17]=[CH:16][C:15]([C:18]3[C:19]4[C:20]5[CH:34]=[CH:33][S:32][C:21]=5[C:22](=[O:31])[NH:23][C:24]=4[C:25]([Cl:30])=[CH:26][C:27]=3[O:28]C)=[CH:14][CH:13]=2)[CH2:11][CH2:10]1)(C)(C)C.BrB(Br)Br. No catalyst specified. The product is [ClH:30].[NH2:7][CH2:8][C:9]1([C:12]2[CH:13]=[CH:14][C:15]([C:18]3[C:19]4[C:20]5[CH:34]=[CH:33][S:32][C:21]=5[C:22](=[O:31])[NH:23][C:24]=4[C:25]([Cl:30])=[CH:26][C:27]=3[OH:28])=[CH:16][CH:17]=2)[CH2:10][CH2:11]1. The yield is 0.480. (7) The reactants are S(=O)(=O)(O)O.[NH2:6][C:7]1[CH:15]=[C:14]([CH3:16])[CH:13]=[CH:12][C:8]=1[C:9]([OH:11])=[O:10].[CH3:17]O. No catalyst specified. The product is [CH3:17][O:10][C:9](=[O:11])[C:8]1[CH:12]=[CH:13][C:14]([CH3:16])=[CH:15][C:7]=1[NH2:6]. The yield is 0.820.